This data is from Full USPTO retrosynthesis dataset with 1.9M reactions from patents (1976-2016). The task is: Predict the reactants needed to synthesize the given product. (1) Given the product [F:44][CH2:43][O:1][C:2]1[N:7]=[C:6]([N:8]2[N:9]=[CH:10][CH:11]=[N:12]2)[C:5]([C:13]([N:15]2[C@H:20]([CH3:21])[CH2:19][CH2:18][C@@H:17]([O:22][C:23]3[C:28]([CH3:29])=[C:27]([C:30]#[N:31])[CH:26]=[CH:25][N:24]=3)[CH2:16]2)=[O:14])=[CH:4][CH:3]=1, predict the reactants needed to synthesize it. The reactants are: [OH:1][C:2]1[N:7]=[C:6]([N:8]2[N:12]=[CH:11][CH:10]=[N:9]2)[C:5]([C:13]([N:15]2[C@H:20]([CH3:21])[CH2:19][CH2:18][C@@H:17]([O:22][C:23]3[C:28]([CH3:29])=[C:27]([C:30]#[N:31])[CH:26]=[CH:25][N:24]=3)[CH2:16]2)=[O:14])=[CH:4][CH:3]=1.CC1C=CC(S(O[CH2:43][F:44])(=O)=O)=CC=1.C(=O)([O-])[O-].[K+].[K+].C([O-])(O)=O.[Na+]. (2) Given the product [NH2:7][CH2:6][C:5]1[CH:8]=[CH:9][C:2]([NH2:1])=[N:3][C:4]=1[CH3:10], predict the reactants needed to synthesize it. The reactants are: [NH2:1][C:2]1[CH:9]=[CH:8][C:5]([C:6]#[N:7])=[C:4]([CH3:10])[N:3]=1.